This data is from Forward reaction prediction with 1.9M reactions from USPTO patents (1976-2016). The task is: Predict the product of the given reaction. (1) Given the reactants C([O:4][C@H:5]1[C@H:10]([O:11]C(=O)C)[C@@H:9]([O:15]C(=O)C)[C@H:8]([C:19]2[CH:24]=[CH:23][C:22]([Cl:25])=[C:21]([CH2:26][C:27]3[CH:32]=[CH:31][C:30]([C:33](=[N:36][O:37][CH3:38])[CH2:34][CH3:35])=[CH:29][CH:28]=3)[CH:20]=2)[O:7][C@@H:6]1[CH2:39][O:40]C(=O)C)(=O)C.O.[OH-].[Li+], predict the reaction product. The product is: [CH3:38][O:37][N:36]=[C:33]([C:30]1[CH:29]=[CH:28][C:27]([CH2:26][C:21]2[CH:20]=[C:19]([C@H:8]3[C@H:9]([OH:15])[C@@H:10]([OH:11])[C@H:5]([OH:4])[C@@H:6]([CH2:39][OH:40])[O:7]3)[CH:24]=[CH:23][C:22]=2[Cl:25])=[CH:32][CH:31]=1)[CH2:34][CH3:35]. (2) Given the reactants O[CH2:2][CH2:3][CH:4]([NH:6][C:7](=[O:13])[O:8][C:9]([CH3:12])([CH3:11])[CH3:10])[CH3:5].[O:14]([CH2:21][C:22]1[CH:26]=[C:25]([C:27]([O:29][CH2:30][CH3:31])=[O:28])[NH:24][N:23]=1)[C:15]1[CH:20]=[CH:19][CH:18]=[CH:17][CH:16]=1, predict the reaction product. The product is: [C:9]([O:8][C:7]([NH:6][CH:4]([CH3:5])[CH2:3][CH2:2][N:24]1[C:25]([C:27]([O:29][CH2:30][CH3:31])=[O:28])=[CH:26][C:22]([CH2:21][O:14][C:15]2[CH:20]=[CH:19][CH:18]=[CH:17][CH:16]=2)=[N:23]1)=[O:13])([CH3:12])([CH3:11])[CH3:10]. (3) The product is: [C:30]([C:27]1[CH:26]=[CH:25][C:24]([CH2:23][O:18][C:15]2[CH:16]=[CH:17][N:12]([C:9]3[CH:10]=[CH:11][C:6]4[N:7]([C:20]([CH3:21])=[C:4]([CH:1]5[CH2:3][CH2:2]5)[N:5]=4)[CH:8]=3)[C:13](=[O:19])[CH:14]=2)=[CH:29][CH:28]=1)([CH3:33])([CH3:31])[CH3:32]. Given the reactants [CH:1]1([C:4]2[N:5]=[C:6]3[CH:11]=[CH:10][C:9]([N:12]4[CH:17]=[CH:16][C:15]([OH:18])=[CH:14][C:13]4=[O:19])=[CH:8][N:7]3[C:20]=2[CH3:21])[CH2:3][CH2:2]1.Br[CH2:23][C:24]1[CH:29]=[CH:28][C:27]([C:30]([CH3:33])([CH3:32])[CH3:31])=[CH:26][CH:25]=1.C(=O)([O-])[O-].[K+].[K+].O, predict the reaction product.